This data is from Reaction yield outcomes from USPTO patents with 853,638 reactions. The task is: Predict the reaction yield, written as a fraction of the theoretical maximum amount of product (1.0 means a 100% yield; for example, 0.34 means a 34% yield). (1) The reactants are [CH3:1][O:2][CH2:3][CH2:4][O:5][C:6]1[CH:11]=[CH:10][C:9]([NH2:12])=[CH:8][CH:7]=1.[C:13](C1NC=CN=1)(C1NC=CN=1)=[S:14]. The catalyst is C(Cl)Cl. The product is [N:12]([C:9]1[CH:10]=[CH:11][C:6]([O:5][CH2:4][CH2:3][O:2][CH3:1])=[CH:7][CH:8]=1)=[C:13]=[S:14]. The yield is 0.960. (2) The catalyst is C(O)C. The yield is 0.971. The reactants are [CH3:1][N:2]1[C:6]([C:7]2[CH:8]=[C:9]([NH:22]C(=O)C)[CH:10]=[CH:11][C:12]=2[O:13][CH2:14][CH2:15][N:16]2[CH2:21][CH2:20][CH2:19][CH2:18][CH2:17]2)=[CH:5][CH:4]=[N:3]1.[OH-].[Na+]. The product is [CH3:1][N:2]1[C:6]([C:7]2[CH:8]=[C:9]([NH2:22])[CH:10]=[CH:11][C:12]=2[O:13][CH2:14][CH2:15][N:16]2[CH2:21][CH2:20][CH2:19][CH2:18][CH2:17]2)=[CH:5][CH:4]=[N:3]1. (3) The reactants are [Cl:1][C:2]1[C:10]2[C:5](=[CH:6][CH:7]=[CH:8][CH:9]=2)[NH:4][N:3]=1.Br[C:12]1[CH:17]=[CH:16][C:15]([CH3:18])=[CH:14][CH:13]=1.[O-]P([O-])([O-])=O.[K+].[K+].[K+].CN[C@@H]1CCCC[C@H]1NC. The catalyst is [Cu]I.CCCCCC.C(OCC)(=O)C.C1(C)C=CC=CC=1. The product is [CH3:18][C:15]1[CH:16]=[CH:17][C:12]([N:4]2[C:5]3[C:10](=[CH:9][CH:8]=[CH:7][CH:6]=3)[C:2]([Cl:1])=[N:3]2)=[CH:13][CH:14]=1. The yield is 0.870. (4) The reactants are [CH3:1]CN(C(C)C)C(C)C.[Li]CCCC.CN(P(N(C)C)(N(C)C)=O)C.[O:26]1[CH2:31][CH2:30][CH:29]=[C:28]([C:32]([O:34][CH2:35][C:36]2[CH:41]=[CH:40][CH:39]=[CH:38][CH:37]=2)=[O:33])[CH2:27]1.CI. The catalyst is C1COCC1.CCOC(C)=O. The product is [CH3:1][C:28]1([C:32]([O:34][CH2:35][C:36]2[CH:41]=[CH:40][CH:39]=[CH:38][CH:37]=2)=[O:33])[CH:29]=[CH:30][CH2:31][O:26][CH2:27]1. The yield is 0.600. (5) The reactants are [C:1]([O:5][C:6]([N:8]1[CH2:14][CH2:13][CH2:12][C:11](=[O:15])[CH2:10][CH2:9]1)=[O:7])([CH3:4])([CH3:3])[CH3:2].[Cl:16][C:17]1[CH:22]=[CH:21][C:20]([Mg]Br)=[CH:19][CH:18]=1.C(OCC)C. The catalyst is C1COCC1. The product is [C:1]([O:5][C:6]([N:8]1[CH2:14][CH2:13][CH2:12][C:11]([C:20]2[CH:21]=[CH:22][C:17]([Cl:16])=[CH:18][CH:19]=2)([OH:15])[CH2:10][CH2:9]1)=[O:7])([CH3:4])([CH3:2])[CH3:3]. The yield is 0.960.